This data is from Full USPTO retrosynthesis dataset with 1.9M reactions from patents (1976-2016). The task is: Predict the reactants needed to synthesize the given product. (1) Given the product [CH3:3][O:4][C:5](=[O:56])[C@@H:6]([NH:23][C:24]([C@@H:26]1[CH2:35][C:34]2[CH:33]=[C:32]3[O:36][CH2:37][C@H:38]([C:40]4[CH:45]=[CH:44][C:43]([O:46][CH2:47][C:48]5[CH:53]=[CH:52][C:51]([Cl:54])=[C:50]([Cl:55])[CH:49]=5)=[CH:42][CH:41]=4)[O:39][C:31]3=[CH:30][C:29]=2[CH2:28][N:27]1[C:63]([C:58]1[CH:59]=[CH:60][CH:61]=[CH:62][N:57]=1)=[O:64])=[O:25])[CH2:7][C:8]1[CH:9]=[CH:10][C:11]([O:14][C:15]2[CH:20]=[CH:19][N:18]=[C:17]([CH3:21])[C:16]=2[CH3:22])=[CH:12][CH:13]=1, predict the reactants needed to synthesize it. The reactants are: Cl.Cl.[CH3:3][O:4][C:5](=[O:56])[C@@H:6]([NH:23][C:24]([C@@H:26]1[CH2:35][C:34]2[CH:33]=[C:32]3[O:36][CH2:37][C@H:38]([C:40]4[CH:45]=[CH:44][C:43]([O:46][CH2:47][C:48]5[CH:53]=[CH:52][C:51]([Cl:54])=[C:50]([Cl:55])[CH:49]=5)=[CH:42][CH:41]=4)[O:39][C:31]3=[CH:30][C:29]=2[CH2:28][NH:27]1)=[O:25])[CH2:7][C:8]1[CH:13]=[CH:12][C:11]([O:14][C:15]2[CH:20]=[CH:19][N:18]=[C:17]([CH3:21])[C:16]=2[CH3:22])=[CH:10][CH:9]=1.[N:57]1[CH:62]=[CH:61][CH:60]=[CH:59][C:58]=1[C:63](Cl)=[O:64]. (2) Given the product [I:22][C:23]1[N:24]=[CH:25][N:26]([C:2]2[N:7]=[C:6]([C:8]([F:11])([F:10])[F:9])[CH:5]=[C:4]([C:12]3[CH:17]=[CH:16][C:15]([C:18]([F:21])([F:20])[F:19])=[CH:14][CH:13]=3)[N:3]=2)[C:27]=1[CH3:28], predict the reactants needed to synthesize it. The reactants are: Cl[C:2]1[N:7]=[C:6]([C:8]([F:11])([F:10])[F:9])[CH:5]=[C:4]([C:12]2[CH:17]=[CH:16][C:15]([C:18]([F:21])([F:20])[F:19])=[CH:14][CH:13]=2)[N:3]=1.[I:22][C:23]1[N:24]=[CH:25][NH:26][C:27]=1[CH3:28].